From a dataset of Full USPTO retrosynthesis dataset with 1.9M reactions from patents (1976-2016). Predict the reactants needed to synthesize the given product. Given the product [Cl:12][C:11]1[C:2]2[NH:1][N:21]=[CH:13][C:3]=2[C:4]([C:5]([O:7][CH3:8])=[O:6])=[CH:9][CH:10]=1, predict the reactants needed to synthesize it. The reactants are: [NH2:1][C:2]1[C:3]([CH3:13])=[C:4]([CH:9]=[CH:10][C:11]=1[Cl:12])[C:5]([O:7][CH3:8])=[O:6].F[B-](F)(F)F.[NH4+].Cl.[N:21]([O-])=O.[Na+].C([O-])(=O)C.[K+].